Dataset: Forward reaction prediction with 1.9M reactions from USPTO patents (1976-2016). Task: Predict the product of the given reaction. (1) Given the reactants Cl.[F:2][C@@H:3]1[CH2:7][CH2:6][NH:5][CH2:4]1.[C:8]([O:12][C:13]([NH:15][C:16]1[O:24][C:23]2[C:18](=[N:19][CH:20]=[C:21]([CH2:25][CH:26]=O)[CH:22]=2)[C:17]=1[C:28]([O:30][CH2:31][CH3:32])=[O:29])=[O:14])([CH3:11])([CH3:10])[CH3:9].N1CCOCC1, predict the reaction product. The product is: [C:8]([O:12][C:13]([NH:15][C:16]1[O:24][C:23]2[C:18](=[N:19][CH:20]=[C:21]([CH2:25][CH2:26][N:5]3[CH2:6][CH2:7][C@@H:3]([F:2])[CH2:4]3)[CH:22]=2)[C:17]=1[C:28]([O:30][CH2:31][CH3:32])=[O:29])=[O:14])([CH3:11])([CH3:9])[CH3:10]. (2) Given the reactants [NH:1]1[C:5]2=[N:6][CH:7]=[CH:8][CH:9]=[C:4]2[CH:3]=[CH:2]1.[N:10]1([C:16]2[N:21]=[CH:20][CH:19]=[CH:18][N:17]=2)[CH2:15][CH2:14][NH:13][CH2:12][CH2:11]1.[C:22]([O-])(=O)C.[Na+].C=O, predict the reaction product. The product is: [N:21]1[CH:20]=[CH:19][CH:18]=[N:17][C:16]=1[N:10]1[CH2:15][CH2:14][N:13]([CH2:22][C:3]2[C:4]3[C:5](=[N:6][CH:7]=[CH:8][CH:9]=3)[NH:1][CH:2]=2)[CH2:12][CH2:11]1. (3) The product is: [F:12][C:11]([F:14])([F:13])[C:8]1[CH:9]=[CH:10][C:4]2[N:3]=[C:2]([S:1][C:20]3[O:24][C:23]([CH:25]=[O:26])=[CH:22][CH:21]=3)[NH:6][C:5]=2[CH:7]=1. Given the reactants [SH:1][C:2]1[NH:6][C:5]2[CH:7]=[C:8]([C:11]([F:14])([F:13])[F:12])[CH:9]=[CH:10][C:4]=2[N:3]=1.[H-].[Na+].[N+]([C:20]1[O:24][C:23]([CH:25]=[O:26])=[CH:22][CH:21]=1)([O-])=O, predict the reaction product. (4) Given the reactants C(OC(=O)[NH:7][CH:8]1[CH2:13][CH2:12][N:11]([C:14]2[N:15]([CH2:30][CH3:31])[C:16](=[O:29])[CH:17]=[C:18]([C:20]3[CH:25]=[CH:24][C:23]([C:26]#[N:27])=[C:22]([F:28])[CH:21]=3)[N:19]=2)[CH2:10][CH2:9]1)(C)(C)C.Cl, predict the reaction product. The product is: [NH2:7][CH:8]1[CH2:13][CH2:12][N:11]([C:14]2[N:15]([CH2:30][CH3:31])[C:16](=[O:29])[CH:17]=[C:18]([C:20]3[CH:25]=[CH:24][C:23]([C:26]#[N:27])=[C:22]([F:28])[CH:21]=3)[N:19]=2)[CH2:10][CH2:9]1. (5) Given the reactants [CH2:1]([C@@H:5]1[NH:10][CH2:9][C@H:8]([CH2:11][CH:12]([CH3:14])[CH3:13])[NH:7][C:6]1=[O:15])[CH:2]([CH3:4])[CH3:3].[Cl:16][C:17]1[CH:18]=[C:19]([CH:25]=[CH:26][C:27]=1[Cl:28])[CH:20]=[CH:21][C:22](O)=[O:23].C([C@@H]1N(C(=O)/C=C/C2C=CC=CC=2)C[C@H](CC(C)C)NC1=O)C(C)C, predict the reaction product. The product is: [Cl:16][C:17]1[CH:18]=[C:19]([CH:20]=[CH:21][C:22]([N:10]2[CH2:9][C@H:8]([CH2:11][CH:12]([CH3:14])[CH3:13])[NH:7][C:6](=[O:15])[C@@H:5]2[CH2:1][CH:2]([CH3:4])[CH3:3])=[O:23])[CH:25]=[CH:26][C:27]=1[Cl:28]. (6) Given the reactants [Cl:1][C:2]1[CH:3]=[C:4]([C:8]2[N:9]=[C:10]([CH2:20][C:21]3[CH:26]=[CH:25][C:24]([CH2:27][C:28]([O:30]C)=[O:29])=[CH:23][CH:22]=3)[C:11]3[S:17](=[O:19])(=[O:18])[CH2:16][CH2:15][CH2:14][C:12]=3[N:13]=2)[CH:5]=[CH:6][CH:7]=1.[OH-].[Li+], predict the reaction product. The product is: [Cl:1][C:2]1[CH:3]=[C:4]([C:8]2[N:9]=[C:10]([CH2:20][C:21]3[CH:26]=[CH:25][C:24]([CH2:27][C:28]([OH:30])=[O:29])=[CH:23][CH:22]=3)[C:11]3[S:17](=[O:19])(=[O:18])[CH2:16][CH2:15][CH2:14][C:12]=3[N:13]=2)[CH:5]=[CH:6][CH:7]=1. (7) Given the reactants [C:1]([NH:4][CH2:5][CH2:6][CH2:7][C@:8]([C@@H:24]1[CH2:29][CH2:28][CH2:27][N:26]([C:30]([O:32][C:33]([CH3:36])([CH3:35])[CH3:34])=[O:31])[CH2:25]1)([C:10]1[CH:11]=[C:12]([C:17]2[CH:22]=[CH:21][CH:20]=[C:19]([CH3:23])[CH:18]=2)[C:13]([F:16])=[CH:14][CH:15]=1)O)(=[O:3])[CH3:2].CC[N+](S(N=C(OC)[O-])(=O)=O)(CC)CC, predict the reaction product. The product is: [C:1]([NH:4][CH2:5][CH2:6][CH:7]=[C:8]([C@@H:24]1[CH2:29][CH2:28][CH2:27][N:26]([C:30]([O:32][C:33]([CH3:36])([CH3:35])[CH3:34])=[O:31])[CH2:25]1)[C:10]1[CH:11]=[C:12]([C:17]2[CH:22]=[CH:21][CH:20]=[C:19]([CH3:23])[CH:18]=2)[C:13]([F:16])=[CH:14][CH:15]=1)(=[O:3])[CH3:2]. (8) Given the reactants [Br:1][C:2]1[C:10]2[C:9](O)=[N:8][CH:7]=[N:6][C:5]=2[S:4][C:3]=1[CH3:12].O=P(Cl)(Cl)[Cl:15], predict the reaction product. The product is: [Br:1][C:2]1[C:10]2[C:9]([Cl:15])=[N:8][CH:7]=[N:6][C:5]=2[S:4][C:3]=1[CH3:12].